Dataset: Forward reaction prediction with 1.9M reactions from USPTO patents (1976-2016). Task: Predict the product of the given reaction. (1) Given the reactants [NH2:1][CH:2]1[CH2:7][CH2:6][N:5]([CH2:8][CH2:9][OH:10])[CH2:4][CH2:3]1.N1([O:20][C:21](=O)[C:22]2[CH:27]=[CH:26][C:25]([NH2:28])=[C:24]([O:29][CH3:30])[CH:23]=2)C2C=CC=CC=2N=N1.CN(C)C=O.C(N(CC)CC)C, predict the reaction product. The product is: [NH2:28][C:25]1[CH:26]=[CH:27][C:22]([C:21]([NH:1][CH:2]2[CH2:7][CH2:6][N:5]([CH2:8][CH2:9][OH:10])[CH2:4][CH2:3]2)=[O:20])=[CH:23][C:24]=1[O:29][CH3:30]. (2) Given the reactants [NH2:1][C:2]1[N:7]=[C:6]([N:8]2[CH2:29][CH2:28][C:11]3([CH2:15][N:14]([C:16]([O:18][C:19]([CH3:22])([CH3:21])[CH3:20])=[O:17])[C@H:13]([C:23]([O:25][CH2:26][CH3:27])=[O:24])[CH2:12]3)[CH2:10][CH2:9]2)[CH:5]=[C:4]([O:30][C@H:31]([C:36]2[CH:41]=[C:40]([Cl:42])[CH:39]=[CH:38][C:37]=2Br)[C:32]([F:35])([F:34])[F:33])[N:3]=1.[CH3:44][S:45]([C:48]1[CH:49]=[C:50](B(O)O)[CH:51]=[CH:52][CH:53]=1)(=[O:47])=[O:46].C([O-])([O-])=O.[Na+].[Na+], predict the reaction product. The product is: [NH2:1][C:2]1[N:7]=[C:6]([N:8]2[CH2:29][CH2:28][C:11]3([CH2:15][N:14]([C:16]([O:18][C:19]([CH3:22])([CH3:21])[CH3:20])=[O:17])[C@H:13]([C:23]([O:25][CH2:26][CH3:27])=[O:24])[CH2:12]3)[CH2:10][CH2:9]2)[CH:5]=[C:4]([O:30][C@H:31]([C:36]2[CH:41]=[C:40]([Cl:42])[CH:39]=[CH:38][C:37]=2[C:52]2[CH:51]=[CH:50][CH:49]=[C:48]([S:45]([CH3:44])(=[O:47])=[O:46])[CH:53]=2)[C:32]([F:35])([F:34])[F:33])[N:3]=1. (3) Given the reactants [NH2:1][C:2]1[CH:3]=[C:4]([CH:7]=[CH:8][CH:9]=1)[C:5]#[N:6].Cl[CH2:11][CH2:12][CH2:13][S:14](Cl)(=[O:16])=[O:15], predict the reaction product. The product is: [O:15]=[S:14]1(=[O:16])[CH2:13][CH2:12][CH2:11][N:1]1[C:2]1[CH:3]=[C:4]([CH:7]=[CH:8][CH:9]=1)[C:5]#[N:6]. (4) Given the reactants [O:1]([Cl:3])[Cl:2].[Zr:4], predict the reaction product. The product is: [OH2:1].[OH2:1].[OH2:1].[OH2:1].[OH2:1].[OH2:1].[OH2:1].[OH2:1].[O:1]([Cl:3])[Cl:2].[Zr:4]. (5) Given the reactants [F:1][C:2]1[CH:3]=[C:4]([C:9]2[O:13][N:12]=[CH:11][C:10]=2[CH2:14][CH2:15][C:16]([OH:18])=[O:17])[CH:5]=[CH:6][C:7]=1[F:8].S(=O)(=O)(O)O.[CH3:24]O, predict the reaction product. The product is: [F:1][C:2]1[CH:3]=[C:4]([C:9]2[O:13][N:12]=[CH:11][C:10]=2[CH2:14][CH2:15][C:16]([O:18][CH3:24])=[O:17])[CH:5]=[CH:6][C:7]=1[F:8]. (6) Given the reactants [Al+3].[Cl-].[Cl-].[Cl-].[C:5]1(=[O:15])[C:14]2[C:9](=[CH:10][CH:11]=[CH:12][CH:13]=2)[CH2:8][CH2:7][CH2:6]1.[Br:16]Br, predict the reaction product. The product is: [Br:16][C:10]1[CH:11]=[CH:12][CH:13]=[C:14]2[C:9]=1[CH2:8][CH2:7][CH2:6][C:5]2=[O:15]. (7) Given the reactants [CH:1]1([NH:7][C:8]2[N:9]([C:17]3[CH:22]=[CH:21][CH:20]=[CH:19][CH:18]=3)[N:10]=[C:11]3[C:16]=2[CH:15]=[CH:14][CH:13]=[CH:12]3)[CH2:6][CH2:5][CH2:4][CH2:3][CH2:2]1.[CH3:23][O:24][C:25](=[O:36])[C:26]1[CH:31]=[CH:30][C:29]([N:32]=[C:33]=[O:34])=[C:28]([CH3:35])[CH:27]=1, predict the reaction product. The product is: [CH3:23][O:24][C:25](=[O:36])[C:26]1[CH:31]=[CH:30][C:29]([NH:32][C:33]([N:7]([CH:1]2[CH2:6][CH2:5][CH2:4][CH2:3][CH2:2]2)[C:8]2[N:9]([C:17]3[CH:18]=[CH:19][CH:20]=[CH:21][CH:22]=3)[N:10]=[C:11]3[C:16]=2[CH:15]=[CH:14][CH:13]=[CH:12]3)=[O:34])=[C:28]([CH3:35])[CH:27]=1. (8) The product is: [Cl:11][C:12]1[CH:26]=[CH:25][C:15]([O:16][C:17]2[N:22]=[CH:21][C:20]([N:23]=[CH:1][N:2]([CH2:3][CH3:34])[C:5]3[CH:10]=[CH:9][CH:8]=[CH:7][N:6]=3)=[CH:19][C:18]=2[CH3:24])=[CH:14][C:13]=1[C:27]([F:30])([F:28])[F:29]. Given the reactants [CH3:1][N:2]([C:5]1[CH:10]=[CH:9][CH:8]=[CH:7][N:6]=1)[CH:3]=O.[Cl:11][C:12]1[CH:26]=[CH:25][C:15]([O:16][C:17]2[N:22]=[CH:21][C:20]([NH2:23])=[CH:19][C:18]=2[CH3:24])=[CH:14][C:13]=1[C:27]([F:30])([F:29])[F:28].[OH-].[Na+].Cl[CH2:34]Cl, predict the reaction product. (9) Given the reactants C([N:4]1[C:12]2[C:7](=[CH:8][C:9]([N+:13]([O-:15])=[O:14])=[CH:10][CH:11]=2)[C:6](=[C:16]([O:23][CH2:24][CH3:25])[C:17]2[CH:22]=[CH:21][CH:20]=[CH:19][CH:18]=2)[C:5]1=[O:26])(=O)C.[OH-].[Na+], predict the reaction product. The product is: [CH2:24]([O:23][C:16](=[C:6]1[C:7]2[C:12](=[CH:11][CH:10]=[C:9]([N+:13]([O-:15])=[O:14])[CH:8]=2)[NH:4][C:5]1=[O:26])[C:17]1[CH:18]=[CH:19][CH:20]=[CH:21][CH:22]=1)[CH3:25]. (10) The product is: [CH2:19]([N:8]([CH2:1][C:2]1[CH:7]=[CH:6][CH:5]=[CH:4][CH:3]=1)[CH:9]1[CH2:14][CH2:13][CH2:12][CH:11]([CH2:15][OH:16])[CH2:10]1)[C:20]1[CH:21]=[CH:22][CH:23]=[CH:24][CH:25]=1. Given the reactants [CH2:1]([N:8]([CH2:19][C:20]1[CH:25]=[CH:24][CH:23]=[CH:22][CH:21]=1)[CH:9]1[CH2:14][CH2:13][CH2:12][CH:11]([C:15](OC)=[O:16])[CH2:10]1)[C:2]1[CH:7]=[CH:6][CH:5]=[CH:4][CH:3]=1.C(N(CC1C=CC=CC=1)C1CCCC(C(OCC2C=CC=CC=2)=O)C1)C1C=CC=CC=1.[H-].[H-].[H-].[H-].[Li+].[Al+3], predict the reaction product.